From a dataset of Experimentally validated miRNA-target interactions with 360,000+ pairs, plus equal number of negative samples. Binary Classification. Given a miRNA mature sequence and a target amino acid sequence, predict their likelihood of interaction. (1) The protein sequence of the target gene is MELWAPQRLPQTRGKATAPSKDPDRGFRRDGHHRPVPHSWHNGERFHQWQDNRGSPQPQQEPRADHQQQPHYASRPGDWHQPVSGVDYYEGGYRNQLYSRPGYENSYQSYQSPTMREEYAYGSYYYHGHPQWLQEERVPRQRSPYIWHEDYREQKYLDEHHYENQHSPFGTNSETHFQSNSRNPCKDSPASNSGQEWPGELFPGSLLAEAQKNKPSLASESNLLQQRESGLSSSSYELSQYIRDAPERDDPPASAAWSPVQADVSSAGPKAPMKFYIPHVPVSFGPGGQLVHVGPSSPTD.... Result: 0 (no interaction). The miRNA is mmu-miR-721 with sequence CAGUGCAAUUAAAAGGGGGAA. (2) The miRNA is hsa-miR-6508-5p with sequence UCUAGAAAUGCAUGACCCACC. The protein sequence of the target gene is MRPLPSGRRKTRGISLGLFALCLAAARCLQSQGVSLYIPQATINATVKEDILLSVEYSCHGVPTIEWTYSSNWGTQKIVEWKPGTQANISQSHKDRVCTFDNGSIQLFSVGVRDSGYYVITVTERLGSSQFGTIVLHVSEILYEDLHFVAVILAFLAAVAAVLISLMWVCNKCAYKFQRKRRHKLKESTTEEIELEDVEC. Result: 0 (no interaction). (3) The miRNA is mmu-miR-1843b-3p with sequence CCGAUCGUUCCCCUCCAUAC. The protein sequence of the target gene is MSRRSTTTSTNFGLSWSLVDVISSSTAVFKVPMNGGCDLWIGCARWLRDMKVLTTDKNGTMLEFASVLRDGILLCRLANTLVPNGIDQKKIMRTNQPSPFLCCNNINYFAMFCKTYFNLEDADLFTAEDLYYMNGFQKVLKTLSFLSHTKESLSRGVDPFPDTDNNQEGTSNGSEFEDDVEIYQSLHDNIENVDPNRTIYGPITSADPEEQQSEQLYDRIVTNRKPSMNENDLQNTPTLKRNRCIRELYDTEKNYVAQALVTIIKTFYEPLKGIIPTSDYNIIFGNIEEINVLHTALLAD.... Result: 0 (no interaction). (4) The miRNA is ath-miR400 with sequence UAUGAGAGUAUUAUAAGUCAC. The protein sequence of the target gene is MADPAAPTPAAPAPAQAPAPAPEAVPAPAAAPVPAPAPASDSASGPSSDSGPEAGSQRLLFSHDLVSGRYRGSVHFGLVRLIHGEDSDSEGEEEGRGSSGCSEAGGAGHEEGRASPLRRGYVRVQWYPEGVKQHVKETKLKLEDRSVVPRDVVRHMRSTDSQCGTVIDVNIDCAVKLIGTNCIIYPVNSKDLQHIWPFMYGDYIAYDCWLGKVYDLKNQIILKLSNGARCSMNTEDGAKLYDVCPHVSDSGLFFDDSYGFYPGQVLIGPAKIFSSVQWLSGVKPVLSTKSKFRVVVEEVQ.... Result: 0 (no interaction). (5) The miRNA is mmu-miR-6927-3p with sequence CCUGAGCUGGCUCCCCUGCAG. The protein sequence of the target gene is MSEASRDDYKIQSFDAETQQLLKTALKDPGAVDLERVANVIVDHSLQDCVFSKEAGRMCYAIIQAESKQAGQSVFRRGLLNRLQKEYDAREQLRACSLQGWVCYVTFICNIFDYLRVNNMPMMALVNPVYDCLFQLAQPESLSREEEVDCLVLQLHRVGEQLEKMNGQRMDELFILIRDGFLLPTDLSSLARLLLLEMIEFRAAGWKTTPAAHKYYYSEVSD. Result: 0 (no interaction). (6) The miRNA is hsa-miR-506-3p with sequence UAAGGCACCCUUCUGAGUAGA. The protein sequence of the target gene is MRTPGPLPVLLLLLAGAPAARPTPPTCYSRMRALSQEITRDFNLLQVSEPSEPCVRYLPRLYLDIHNYCVLDKLRDFVASPPCWKVAQVDSLKDKARKLYTIMNSFCRRDLVFLLDDCNALEYPIPVTTVLPDRQR. Result: 0 (no interaction). (7) The miRNA is rno-let-7b-5p with sequence UGAGGUAGUAGGUUGUGUGGUU. The protein sequence of the target gene is MMGRRRAFAVDGRDGAGEGLARGCIVPGVTSTYRRIPDAAHGCSSWERGDKFRGVGREALFLKLASRDSGVEMAVGDSPLAALPGLSQDSLDFESSGSSEPPAQVGRLLASQKLGEVLERSRRLPTAPTSLSGQHRSLRLASKPEREVPLGAGQQESMEADTDLEAGLEEEAVGGLGPGAWACLPGQGLRYLEHLCLVLEQMARLQQLYLQLRIQRPPGDPGEEESTRAPLPSPLHTPGNRGQGPWELLSQTEHTGAKAASPPKVEVPSANPPRLPETPVEPTYHLPSSQGHKRDISHWD.... Result: 0 (no interaction).